This data is from Full USPTO retrosynthesis dataset with 1.9M reactions from patents (1976-2016). The task is: Predict the reactants needed to synthesize the given product. (1) The reactants are: [C:1](#[N:3])[CH3:2].F[C:5](F)(F)[C:6](O)=O.[Br:11][C:12]1[C:20]2[NH:19][C:18]3[CH:21]4CCN([CH2:25][C:17]=3[C:16]=2[CH:15]=[CH:14][CH:13]=1)CC4. Given the product [Br:11][C:12]1[CH:13]=[CH:14][CH:15]=[C:16]2[C:20]=1[NH:19][C:18]1[CH2:21][N:3]3[CH2:6][CH2:5][CH:25]([C:17]2=1)[CH2:2][CH2:1]3, predict the reactants needed to synthesize it. (2) Given the product [F:1][C:2]1[CH:11]=[CH:10][CH:9]=[C:8]2[C:3]=1[C:4]([OH:26])=[C:5]([C:15]([NH:17][CH2:18][C:19]([OH:21])=[O:20])=[O:16])[C:6](=[O:14])[C:7]2([CH3:13])[CH3:12], predict the reactants needed to synthesize it. The reactants are: [F:1][C:2]1[CH:11]=[CH:10][CH:9]=[C:8]2[C:3]=1[C:4]([OH:26])=[C:5]([C:15]([NH:17][CH2:18][C:19]([O:21]C(C)(C)C)=[O:20])=[O:16])[C:6](=[O:14])[C:7]2([CH3:13])[CH3:12]. (3) Given the product [CH2:21]([O:20][C:18]([N:15]1[CH2:16][CH2:17][CH:12]([N:9]2[CH2:8][CH2:7][CH:6]([C:4]([OH:5])=[O:3])[CH2:11][CH2:10]2)[CH2:13][CH2:14]1)=[O:19])[CH3:22], predict the reactants needed to synthesize it. The reactants are: C([O:3][C:4]([CH:6]1[CH2:11][CH2:10][N:9]([CH:12]2[CH2:17][CH2:16][N:15]([C:18]([O:20][CH2:21][CH3:22])=[O:19])[CH2:14][CH2:13]2)[CH2:8][CH2:7]1)=[O:5])C.O1CCCC1.O.O.[OH-].[Li+]. (4) Given the product [OH:8][C:9]1[CH:36]=[CH:35][C:34]([N:37]2[CH2:38][CH2:39][O:40][CH2:41][CH2:42]2)=[CH:33][C:10]=1[C:11]([NH:13][C:14]1[CH:26]=[C:25]([C:27]2[CH:32]=[CH:31][CH:30]=[CH:29][CH:28]=2)[CH:24]=[CH:23][C:15]=1[C:16]([O:18][C:19]([CH3:22])([CH3:21])[CH3:20])=[O:17])=[O:12], predict the reactants needed to synthesize it. The reactants are: C([O:8][C:9]1[CH:36]=[CH:35][C:34]([N:37]2[CH2:42][CH2:41][O:40][CH2:39][CH2:38]2)=[CH:33][C:10]=1[C:11]([NH:13][C:14]1[CH:26]=[C:25]([C:27]2[CH:32]=[CH:31][CH:30]=[CH:29][CH:28]=2)[CH:24]=[CH:23][C:15]=1[C:16]([O:18][C:19]([CH3:22])([CH3:21])[CH3:20])=[O:17])=[O:12])C1C=CC=CC=1. (5) Given the product [C:12]([NH:11][C@@H:3]1[C:4]2[C:9](=[CH:8][CH:7]=[CH:6][CH:5]=2)[CH2:10][C@H:2]1[O:1][C:20]1[C:21]([C:22]([F:23])([F:25])[F:24])=[CH:16][N:17]=[C:18]([NH:26][C:27]2[CH:42]=[CH:41][C:30]([C:31]([NH:33][CH:34]3[CH2:35][CH2:36][N:37]([CH3:40])[CH2:38][CH2:39]3)=[O:32])=[CH:29][C:28]=2[O:43][CH3:44])[N:19]=1)(=[O:14])[CH3:13], predict the reactants needed to synthesize it. The reactants are: [OH:1][C@@H:2]1[CH2:10][C:9]2[C:4](=[CH:5][CH:6]=[CH:7][CH:8]=2)[C@H:3]1[NH:11][C:12](=[O:14])[CH3:13].Cl[C:16]1[C:21]([C:22]([F:25])([F:24])[F:23])=[CH:20][N:19]=[C:18]([NH:26][C:27]2[CH:42]=[CH:41][C:30]([C:31]([NH:33][CH:34]3[CH2:39][CH2:38][N:37]([CH3:40])[CH2:36][CH2:35]3)=[O:32])=[CH:29][C:28]=2[O:43][CH3:44])[N:17]=1.C([O-])([O-])=O.[Cs+].[Cs+].[O-]S([O-])(=O)=O.[Mg+2]. (6) Given the product [Br:5][C:6]([F:17])([F:16])[C:7]([F:15])([F:14])[CH2:8][CH2:9][CH2:10][C:11]([Cl:3])=[O:12], predict the reactants needed to synthesize it. The reactants are: S(Cl)([Cl:3])=O.[Br:5][C:6]([F:17])([F:16])[C:7]([F:15])([F:14])[CH2:8][CH2:9][CH2:10][C:11](O)=[O:12]. (7) Given the product [CH3:14][O:13][C:9]1[CH:8]=[C:4]2[C:3](=[CH:2][C:10]=1[O:11][CH3:12])[N:15]=[CH:16][NH:17][C:5]2=[O:6], predict the reactants needed to synthesize it. The reactants are: C[C:2]1[C:3]([NH2:15])=[C:4]([CH:8]=[C:9]([O:13][CH3:14])[C:10]=1[O:11][CH3:12])[C:5](O)=[O:6].[CH3:16][NH2:17]. (8) Given the product [OH:46][CH:47]1[O:54][C@H:53]([CH2:55][OH:56])[C@@H:51]([OH:52])[C@H:49]([OH:50])[C@H:48]1[NH2:57].[NH2:58][CH2:59][C:60]([OH:62])=[O:61], predict the reactants needed to synthesize it. The reactants are: C1N(CCO)CCN(CCS(O)(=O)=O)C1.[Cl-].[Cl-].[Ca+2].[Na+].[Cl-].C1C(=O)NC(=O)N([C@@H]2O[C@H](COP(OP(O)(O)=O)(O)=O)[C@@H](O)[C@H]2O)C=1.[OH:46][CH:47]1[O:54][C@H:53]([CH2:55][OH:56])[C@@H:51]([OH:52])[C@H:49]([OH:50])[C@H:48]1[NH2:57].[NH2:58][CH2:59][C:60]([OH:62])=[O:61].CCCCCCCCCCCCOS([O-])(=O)=O.[Na+]. (9) Given the product [CH3:60][O:61][C:62](=[O:63])[NH:64][C@@H:65]([C@@H:69]([CH3:72])[CH2:70][CH3:71])[C:52]([N:45]1[CH2:46][C@@H:47]([CH2:49][O:50][CH3:51])[CH2:48][C@H:44]1[C:42]1[NH:43][C:39]([C:34]2[CH:35]=[C:36]3[CH2:37][O:38][C:25]4[CH:24]=[C:23]5[C:28]([CH:29]=[CH:30][C:20]6[N:19]=[C:18]([C@@H:13]7[CH2:14][CH2:15][C@H:16]([CH3:17])[N:12]7[C:10](=[O:11])[C@@H:6]([NH:5][C:3]([O:2][CH3:1])=[O:4])[CH:7]([CH3:9])[CH3:8])[NH:22][C:21]=65)=[CH:27][C:26]=4[C:31]3=[CH:32][CH:33]=2)=[CH:40][N:41]=1)=[O:53], predict the reactants needed to synthesize it. The reactants are: [CH3:1][O:2][C:3]([NH:5][C@H:6]([C:10]([N:12]1[C@@H:16]([CH3:17])[CH2:15][CH2:14][C@H:13]1[C:18]1[NH:22][C:21]2[C:23]3[C:28]([CH:29]=[CH:30][C:20]=2[N:19]=1)=[CH:27][C:26]1[C:31]2[C:36]([CH2:37][O:38][C:25]=1[CH:24]=3)=[CH:35][C:34]([C:39]1[NH:43][C:42]([C@@H:44]3[CH2:48][C@H:47]([CH2:49][O:50][CH3:51])[CH2:46][N:45]3[C:52](OC(C)(C)C)=[O:53])=[N:41][CH:40]=1)=[CH:33][CH:32]=2)=[O:11])[CH:7]([CH3:9])[CH3:8])=[O:4].Cl.[CH3:60][O:61][C:62]([NH:64][C@@H:65]([C@@H:69]([CH3:72])[CH2:70][CH3:71])C(O)=O)=[O:63].CN(C(ON1N=NC2C=CC=NC1=2)=[N+](C)C)C.F[P-](F)(F)(F)(F)F.CCN(C(C)C)C(C)C.